Predict the reactants needed to synthesize the given product. From a dataset of Full USPTO retrosynthesis dataset with 1.9M reactions from patents (1976-2016). Given the product [Cl:17][C:18]1[C:19]([C:2]2[CH:7]=[CH:6][CH:5]=[C:4]([O:8][CH2:9][C:10]3[CH:15]=[CH:14][CH:13]=[C:12]([F:16])[CH:11]=3)[N:3]=2)=[CH:20][C:21]([F:24])=[N:22][CH:23]=1, predict the reactants needed to synthesize it. The reactants are: Br[C:2]1[CH:7]=[CH:6][CH:5]=[C:4]([O:8][CH2:9][C:10]2[CH:15]=[CH:14][CH:13]=[C:12]([F:16])[CH:11]=2)[N:3]=1.[Cl:17][C:18]1[C:19](B(O)O)=[CH:20][C:21]([F:24])=[N:22][CH:23]=1.COCCOC.C(=O)([O-])[O-].[Na+].[Na+].